Dataset: Full USPTO retrosynthesis dataset with 1.9M reactions from patents (1976-2016). Task: Predict the reactants needed to synthesize the given product. (1) The reactants are: [Br:1][C:2]1[N:6]([S:7]([C:10]2[CH:15]=[CH:14][CH:13]=[CH:12][CH:11]=2)(=[O:9])=[O:8])[CH:5]=[C:4]([C:16](OC)=[O:17])[C:3]=1[CH:20]([CH3:22])[CH3:21].[H-].C([Al+]CC(C)C)C(C)C.C[N+]1([O-])CCOCC1. Given the product [Br:1][C:2]1[N:6]([S:7]([C:10]2[CH:15]=[CH:14][CH:13]=[CH:12][CH:11]=2)(=[O:9])=[O:8])[CH:5]=[C:4]([CH:16]=[O:17])[C:3]=1[CH:20]([CH3:22])[CH3:21], predict the reactants needed to synthesize it. (2) Given the product [S:18]1[C:19]2[CH:25]=[CH:24][CH:23]=[CH:22][C:20]=2[N:21]=[C:17]1[C:9]1[C:10]([CH2:13][CH2:14][CH2:15][Br:6])=[N:11][NH:12][C:8]=1[NH2:7], predict the reactants needed to synthesize it. The reactants are: OS(O)(=O)=O.[BrH:6].[NH2:7][C:8]1[C:9]([C:17]2[S:18][C:19]3[CH:25]=[CH:24][CH:23]=[CH:22][C:20]=3[N:21]=2)=[C:10]([CH2:13][CH2:14][CH2:15]O)[NH:11][N:12]=1.[OH-].[Na+]. (3) Given the product [C:1]([O:5][C:6]([N:8]1[C:12]([C:14]2[CH:19]=[CH:18][CH:17]=[C:16]([Br:20])[CH:15]=2)([CH3:13])[CH2:11][O:10][S:9]1(=[O:22])=[O:21])=[O:7])([CH3:2])([CH3:3])[CH3:4], predict the reactants needed to synthesize it. The reactants are: [C:1]([O:5][C:6]([N:8]1[C:12]([C:14]2[CH:19]=[CH:18][CH:17]=[C:16]([Br:20])[CH:15]=2)([CH3:13])[CH2:11][O:10][S:9]1=[O:21])=[O:7])([CH3:4])([CH3:3])[CH3:2].[OH2:22]. (4) Given the product [Br:1][C:2]1[CH:15]=[C:14]2[C:5]([O:6][C:7]3[CH:8]=[C:9]([O:18][CH2:19][C:20]([F:22])([F:23])[F:21])[C:10]([F:17])=[CH:11][C:12]=3[C:13]2=[CH2:24])=[CH:4][CH:3]=1, predict the reactants needed to synthesize it. The reactants are: [Br:1][C:2]1[CH:15]=[C:14]2[C:5]([O:6][C:7]3[CH:8]=[C:9]([O:18][CH2:19][C:20]([F:23])([F:22])[F:21])[C:10]([F:17])=[CH:11][C:12]=3[C:13]2=O)=[CH:4][CH:3]=1.[CH3:24][Mg]Br.C(OCC)C.[Cl-].[NH4+]. (5) The reactants are: [CH3:1][N:2]1[CH2:7][CH2:6][N:5]([C:8]2[CH:14]=[CH:13][C:11]([NH2:12])=[CH:10][CH:9]=2)[CH2:4][CH2:3]1.Cl[C:16]1[C:17]2[C:22]([N:23]=[C:24]3[C:29]=1[CH:28]=[CH:27][CH:26]=[CH:25]3)=[CH:21][CH:20]=[CH:19][CH:18]=2. Given the product [CH:18]1[C:17]2[C:22](=[N:23][C:24]3[C:29]([C:16]=2[NH:12][C:11]2[CH:13]=[CH:14][C:8]([N:5]4[CH2:4][CH2:3][N:2]([CH3:1])[CH2:7][CH2:6]4)=[CH:9][CH:10]=2)=[CH:28][CH:27]=[CH:26][CH:25]=3)[CH:21]=[CH:20][CH:19]=1, predict the reactants needed to synthesize it. (6) Given the product [CH3:1][N:9]1[N:8]=[N:7][C:11]([C:12]2[CH:13]=[C:14]([OH:18])[CH:15]=[CH:16][CH:17]=2)=[N:10]1, predict the reactants needed to synthesize it. The reactants are: [C:1](=O)([O-])[O-].[Cs+].[Cs+].[N:7]1[NH:8][N:9]=[N:10][C:11]=1[C:12]1[CH:13]=[C:14]([OH:18])[CH:15]=[CH:16][CH:17]=1.IC. (7) Given the product [CH2:14]([C:2]1[CH:3]=[C:4]([F:9])[C:5]([Cl:8])=[N:6][CH:7]=1)[CH:12]=[CH2:13], predict the reactants needed to synthesize it. The reactants are: Br[C:2]1[CH:3]=[C:4]([F:9])[C:5]([Cl:8])=[N:6][CH:7]=1.[Cl-].[Li+].[CH:12]([Mg]Cl)([CH3:14])[CH3:13].C(Br)C=C.